Dataset: Experimentally validated miRNA-target interactions with 360,000+ pairs, plus equal number of negative samples. Task: Binary Classification. Given a miRNA mature sequence and a target amino acid sequence, predict their likelihood of interaction. (1) The miRNA is hsa-miR-4637 with sequence UACUAACUGCAGAUUCAAGUGA. The protein sequence of the target gene is MVSSQPKYDLIREVGRGSYGVVYEAVIRKTSARVAVKKIRCHAPENVELALREFWALSSIKSQHPNVIHLEECILQKDGMVQKMSHGSNSSLYLQLVETSLKGEIAFDPRSAYYLWFVMDFCDGGDMNEYLLSRKPNRKTNTSFMLQLSSALAFLHKNQIIHRDLKPDNILISQTRLDTSDLEPTLKVADFGLSKVCSASGQNPEEPVSVNKCFLSTACGTDFYMAPEVWEGHYTAKADIFALGIIIWAMLERITFIDTETKKELLGSYVKQGTEIVPVGEALLENPKMELLIPVKKKSM.... Result: 0 (no interaction). (2) The miRNA is hsa-miR-5196-3p with sequence UCAUCCUCGUCUCCCUCCCAG. The protein sequence of the target gene is MARPPVPGSVVVPNWHESAEGKEYLACILRKNRRRVFGLLERPVLLPPVSIDTASYKIFVSGKSGVGKTALVAKLAGLEVPVVHHETTGIQTTVVFWPAKLQASSRVVMFRFEFWDCGESALKKFDHMLLACMENTDAFLFLFSFTDRASFEDLPGQLARIAGEAPGVVRMVIGSKFDQYMHTDVPERDLTAFRQAWELPLLRVKSVPGRRLADGRTLDGRAGLADVAHILNGLAEQLWHQDQVAAGLLPNPPESAPE. Result: 1 (interaction). (3) The miRNA is rno-miR-328a-3p with sequence CUGGCCCUCUCUGCCCUUCCGU. The protein sequence of the target gene is MIPPEQPQQQLQPPSPAPPNHVVTTIENLPAEGSGGGGSLSASSRAGVRQRIRKVLNREMLISVALGQVLSLLICGIGLTSKYLSEDFHANTPVFQSFLNYILLFLVYTTTLAVRQGEENLLAILRRRWWKYMILGLIDLEANYLVVKAYQYTTLTSIQLLDCFVIPVVILLSWFFLLIRYKAVHFIGIVVCILGMGCMVGADVLVGRHQGAGENKLVGDLLVLGGATLYGISNVWEEYIIRTLSRVEFLGMIGLFGAFFSGIQLAIMEHKELLKVPWDWQIGLLYVGFSACMFGLYSFM.... Result: 0 (no interaction). (4) The miRNA is hsa-miR-590-3p with sequence UAAUUUUAUGUAUAAGCUAGU. The protein sequence of the target gene is MSPGFRRAVTGQGAAAAVQLLVTLSFLSSLVKTQVTGVLDDCLCDIDSIDKFNTYKIFPKIKKLQERDYFRYYKVNLKRPCPFWAEDGHCSIKDCHVEPCPESKIPVGIKAGRSNKYSQAANSTKELDDCEQANKLGAINSTLSNESKEAFIDWARYDDSQDHFCELDDERSPAAQYVDLLLNPERYTGYKGSSAWRVWNSIYEENCFKPRSVYRPLNPLAPSRGEDDGESFYTWLEGLCLEKRVFYKLISGLHASINLHLCANYLLEETWGKPSWGPNIKEFRRRFDPVETKGEGPRRL.... Result: 0 (no interaction).